Predict the reactants needed to synthesize the given product. From a dataset of Full USPTO retrosynthesis dataset with 1.9M reactions from patents (1976-2016). (1) Given the product [CH3:18][O:19][CH2:20][CH2:21][NH:22][CH2:11][CH2:10][CH2:9][S:6]([CH2:5][CH2:4][CH2:3][C:2]([F:17])([F:1])[C:13]([F:16])([F:15])[F:14])(=[O:8])=[O:7], predict the reactants needed to synthesize it. The reactants are: [F:1][C:2]([F:17])([C:13]([F:16])([F:15])[F:14])[CH2:3][CH2:4][CH2:5][S:6]([CH2:9][CH2:10][CH2:11]Cl)(=[O:8])=[O:7].[CH3:18][O:19][CH2:20][CH2:21][NH2:22]. (2) Given the product [CH3:27][O:29][C:30](=[O:40])[CH2:31][C@@H:32]([NH:39][C:3]([C:5]1[N:6]=[C:7]([C:23]#[N:24])[C:8]2[C:13]([C:14]=1[OH:15])=[CH:12][CH:11]=[C:10]([O:16][C:17]1[CH:18]=[CH:19][CH:20]=[CH:21][CH:22]=1)[CH:9]=2)=[O:4])[C:33]1[CH:34]=[N:35][CH:36]=[CH:37][CH:38]=1, predict the reactants needed to synthesize it. The reactants are: CO[C:3]([C:5]1[N:6]=[C:7]([C:23]#[N:24])[C:8]2[C:13]([C:14]=1[OH:15])=[CH:12][CH:11]=[C:10]([O:16][C:17]1[CH:22]=[CH:21][CH:20]=[CH:19][CH:18]=1)[CH:9]=2)=[O:4].Cl.Cl.[CH2:27]([O:29][C:30](=[O:40])[CH2:31][C@@H:32]([NH2:39])[C:33]1[CH:34]=[N:35][CH:36]=[CH:37][CH:38]=1)C.C[O-].[Na+].CO. (3) Given the product [CH2:62]([O:69][C:70](=[O:78])[CH2:71][C@@H:72]([NH:77][C:33](=[O:34])[CH2:32][CH2:31][CH2:30][CH2:29][CH2:28][CH2:27][CH2:26][O:25][CH2:24][C:23]1[CH:35]=[CH:36][CH:37]=[C:38]([F:39])[C:22]=1[F:21])[CH2:73][N:74]([CH3:75])[CH3:76])[C:63]1[CH:68]=[CH:67][CH:66]=[CH:65][CH:64]=1, predict the reactants needed to synthesize it. The reactants are: C(O)CCCCCCCO.FC1C(F)=CC=CC=1CBr.[F:21][C:22]1[C:38]([F:39])=[CH:37][CH:36]=[CH:35][C:23]=1[CH2:24][O:25][CH2:26][CH2:27][CH2:28][CH2:29][CH2:30][CH2:31][CH2:32][CH2:33][OH:34].FC1C(F)=CC=CC=1COCCCCCCCC(O)=O.Cl.Cl.[CH2:62]([O:69][C:70](=[O:78])[CH2:71][C@@H:72]([NH2:77])[CH2:73][N:74]([CH3:76])[CH3:75])[C:63]1[CH:68]=[CH:67][CH:66]=[CH:65][CH:64]=1.